This data is from Reaction yield outcomes from USPTO patents with 853,638 reactions. The task is: Predict the reaction yield, written as a fraction of the theoretical maximum amount of product (1.0 means a 100% yield; for example, 0.34 means a 34% yield). (1) The reactants are [Si]([O:8][C@H:9]([CH3:41])[C@@H:10]([NH:30][C:31]1[CH:38]=[CH:37][C:34]([C:35]#[N:36])=[C:33]([Cl:39])[C:32]=1[CH3:40])[C:11]1[O:12][C:13]([C:16]2[CH:21]=[CH:20][CH:19]=[C:18]([O:22][Si](C(C)(C)C)(C)C)[CH:17]=2)=[N:14][N:15]=1)(C(C)(C)C)(C)C.[F-].C([N+](CCCC)(CCCC)CCCC)CCC. No catalyst specified. The product is [Cl:39][C:33]1[C:32]([CH3:40])=[C:31]([NH:30][C@@H:10]([C:11]2[O:12][C:13]([C:16]3[CH:21]=[CH:20][CH:19]=[C:18]([OH:22])[CH:17]=3)=[N:14][N:15]=2)[C@H:9]([OH:8])[CH3:41])[CH:38]=[CH:37][C:34]=1[C:35]#[N:36]. The yield is 0.800. (2) The catalyst is O1CCOCC1. The product is [C:12]([O:11][C:9](=[O:10])[NH:16][CH2:17][C:18]1[CH:23]=[CH:22][C:21]([C:24]2[CH:29]=[CH:28][CH:27]=[CH:26][C:25]=2[O:30][CH2:31][CH3:32])=[C:20]([NH2:33])[CH:19]=1)([CH3:13])([CH3:14])[CH3:15]. The reactants are [CH3:13][C:12]([O:11][C:9](O[C:9]([O:11][C:12]([CH3:15])([CH3:14])[CH3:13])=[O:10])=[O:10])([CH3:15])[CH3:14].[NH2:16][CH2:17][C:18]1[CH:23]=[CH:22][C:21]([C:24]2[CH:29]=[CH:28][CH:27]=[CH:26][C:25]=2[O:30][CH2:31][CH3:32])=[C:20]([NH2:33])[CH:19]=1. The yield is 0.310. (3) The reactants are [SH:1][C:2]1[CH:7]=[CH:6][C:5]([B:8]([OH:10])[OH:9])=[CH:4][CH:3]=1.C(=O)([O-])[O-].[K+].[K+].Br[CH2:18][CH2:19][O:20][CH3:21]. No catalyst specified. The product is [CH3:21][O:20][CH2:19][CH2:18][S:1][C:2]1[CH:7]=[CH:6][C:5]([B:8]([OH:10])[OH:9])=[CH:4][CH:3]=1. The yield is 0.940. (4) The reactants are Br[C:2]1[CH:3]=[C:4]2[C:9](=[CH:10][CH:11]=1)[N:8]=[C:7]([CH3:12])[C:6]([C:13](=[O:18])[C:14]([F:17])([F:16])[F:15])=[C:5]2[C:19]1[CH:24]=[CH:23][C:22]([F:25])=[CH:21][CH:20]=1.[NH:26]1[CH2:30][CH2:29][CH2:28][CH2:27]1. No catalyst specified. The product is [F:16][C:14]([F:17])([F:15])[C:13]([C:6]1[C:7]([CH3:12])=[N:8][C:9]2[C:4]([C:5]=1[C:19]1[CH:20]=[CH:21][C:22]([F:25])=[CH:23][CH:24]=1)=[CH:3][C:2]([N:26]1[CH2:30][CH2:29][CH2:28][CH2:27]1)=[CH:11][CH:10]=2)=[O:18]. The yield is 0.640.